From a dataset of Full USPTO retrosynthesis dataset with 1.9M reactions from patents (1976-2016). Predict the reactants needed to synthesize the given product. Given the product [CH3:1][C:2]1[C:7]([S:8][CH3:9])=[N:6][N:5]2[C:10]([C:31]3[CH:32]=[CH:33][CH:34]=[CH:35][CH:36]=3)=[C:11]([C:13]3[CH:14]=[CH:15][C:16]([C:19]4([NH2:23])[CH2:22][CH2:21][CH2:20]4)=[CH:17][CH:18]=3)[N:12]=[C:4]2[C:3]=1[CH3:37], predict the reactants needed to synthesize it. The reactants are: [CH3:1][C:2]1[C:7]([S:8][CH3:9])=[N:6][N:5]2[C:10]([C:31]3[CH:36]=[CH:35][CH:34]=[CH:33][CH:32]=3)=[C:11]([C:13]3[CH:18]=[CH:17][C:16]([C:19]4([NH:23]C(=O)OC(C)(C)C)[CH2:22][CH2:21][CH2:20]4)=[CH:15][CH:14]=3)[N:12]=[C:4]2[C:3]=1[CH3:37].CO.Cl.O1CCOCC1.